From a dataset of Forward reaction prediction with 1.9M reactions from USPTO patents (1976-2016). Predict the product of the given reaction. (1) The product is: [O:13]1[CH2:14][CH2:15][CH2:16][CH2:17][CH:12]1[O:11][CH2:10][C:7]1[CH:8]=[CH:9][C:4]([C:3]([OH:18])=[O:2])=[CH:5][CH:6]=1. Given the reactants C[O:2][C:3](=[O:18])[C:4]1[CH:9]=[CH:8][C:7]([CH2:10][O:11][CH:12]2[CH2:17][CH2:16][CH2:15][CH2:14][O:13]2)=[CH:6][CH:5]=1.[OH-].[Na+], predict the reaction product. (2) Given the reactants [F:1][CH2:2][CH2:3][NH:4][C:5]1[CH:10]=[CH:9][N:8]=[C:7]([NH2:11])[CH:6]=1.Br[CH2:13][C:14]([C:16]1[CH:21]=[CH:20][C:19]([S:22][CH3:23])=[CH:18][CH:17]=1)=O, predict the reaction product. The product is: [F:1][CH2:2][CH2:3][NH:4][C:5]1[CH:10]=[CH:9][N:8]2[CH:13]=[C:14]([C:16]3[CH:21]=[CH:20][C:19]([S:22][CH3:23])=[CH:18][CH:17]=3)[N:11]=[C:7]2[CH:6]=1. (3) Given the reactants [F:1][C:2]1[CH:3]=[CH:4][C:5]([C:18]([O:20][CH3:21])=[O:19])=[N:6][C:7]=1[CH:8]1[CH2:17][CH2:16][C:11]2(OCC[O:12]2)[CH2:10][CH2:9]1.C(O)(=O)C(O)=O.C([O-])(O)=O.[Na+].C(OCC)(=O)C, predict the reaction product. The product is: [F:1][C:2]1[CH:3]=[CH:4][C:5]([C:18]([O:20][CH3:21])=[O:19])=[N:6][C:7]=1[CH:8]1[CH2:9][CH2:10][C:11](=[O:12])[CH2:16][CH2:17]1. (4) Given the reactants [NH2:1][C:2]1[CH:7]=[CH:6][C:5]([CH3:8])=[CH:4][C:3]=1[SH:9].C(O)(=O)C.[N:14]1[CH:19]=[CH:18][C:17]([CH:20]=O)=[CH:16][CH:15]=1, predict the reaction product. The product is: [CH3:8][C:5]1[CH:6]=[CH:7][C:2]2[N:1]=[C:20]([C:17]3[CH:18]=[CH:19][N:14]=[CH:15][CH:16]=3)[S:9][C:3]=2[CH:4]=1. (5) Given the reactants [S:1]1[CH:5]=[CH:4][C:3]2[CH:6]=[C:7]([CH2:10][S:11]([NH:14][CH:15]([CH2:20][CH2:21][C:22]3[CH:27]=[CH:26][CH:25]=[CH:24][CH:23]=3)[C:16]([NH:18][OH:19])=[O:17])(=[O:13])=[O:12])[CH:8]=[CH:9][C:2]1=2.S1C=CC2C=C(CS(N[C@H](CCC3C=CC=CC=3)C(O)=O)(=O)=O)C=CC1=2.C(Cl)(=O)C(Cl)=O.Cl.NO.NO, predict the reaction product. The product is: [S:1]1[CH:5]=[CH:4][C:3]2[CH:6]=[C:7]([CH2:10][S:11]([NH:14][C@H:15]([CH2:20][CH2:21][C:22]3[CH:23]=[CH:24][CH:25]=[CH:26][CH:27]=3)[C:16]([NH:18][OH:19])=[O:17])(=[O:13])=[O:12])[CH:8]=[CH:9][C:2]1=2. (6) Given the reactants [F:1][C:2]([F:6])([F:5])[CH2:3][OH:4].CC(C)([O-])C.[K+].Cl[C:14]1[N:18]([CH3:19])[N:17]=[C:16]([CH3:20])[C:15]=1[CH:21]=[O:22], predict the reaction product. The product is: [CH3:19][N:18]1[C:14]([O:4][CH2:3][C:2]([F:6])([F:5])[F:1])=[C:15]([CH:21]=[O:22])[C:16]([CH3:20])=[N:17]1.